Dataset: Forward reaction prediction with 1.9M reactions from USPTO patents (1976-2016). Task: Predict the product of the given reaction. (1) Given the reactants [CH2:1]([O:3][C:4](=[O:28])[CH2:5][C:6]1[CH:11]=[C:10]([C:12]([F:15])([F:14])[F:13])[CH:9]=[C:8]([O:16][C:17]2[CH:22]=[CH:21][C:20]([N+:23]([O-:25])=[O:24])=[CH:19][C:18]=2[CH:26]=O)[CH:7]=1)[CH3:2].C(OC(=O)CC1C=C(C(F)(F)F)C=C(OC2C=CC([N+]([O-])=O)=CC=2CO)C=1)C.[F:57][C:58]([F:62])([F:61])[CH2:59][SH:60], predict the reaction product. The product is: [CH2:1]([O:3][C:4](=[O:28])[CH2:5][C:6]1[CH:11]=[C:10]([C:12]([F:15])([F:13])[F:14])[CH:9]=[C:8]([O:16][C:17]2[CH:22]=[CH:21][C:20]([N+:23]([O-:25])=[O:24])=[CH:19][C:18]=2[CH2:26][S:60][CH2:59][C:58]([F:62])([F:61])[F:57])[CH:7]=1)[CH3:2]. (2) Given the reactants C[O:2][C:3](=[O:31])[C:4]1[CH:9]=[CH:8][C:7]([CH:10]2[CH2:13][N:12]([CH2:14][C:15]3[CH:20]=[CH:19][C:18]([C@@H:21]4[O:26][C:25]5[CH:27]=[CH:28][CH:29]=[CH:30][C:24]=5[O:23][CH2:22]4)=[CH:17][CH:16]=3)[CH2:11]2)=[CH:6][CH:5]=1.O.[OH-].[Li+].Cl, predict the reaction product. The product is: [O:26]1[C:25]2[CH:27]=[CH:28][CH:29]=[CH:30][C:24]=2[O:23][CH2:22][C@@H:21]1[C:18]1[CH:19]=[CH:20][C:15]([CH2:14][N:12]2[CH2:13][CH:10]([C:7]3[CH:6]=[CH:5][C:4]([C:3]([OH:31])=[O:2])=[CH:9][CH:8]=3)[CH2:11]2)=[CH:16][CH:17]=1. (3) Given the reactants Br[C:2]1[CH:7]=[CH:6][C:5]([Br:8])=[CH:4][N:3]=1.Br[Zn][CH2:11][CH2:12][C:13]#[N:14], predict the reaction product. The product is: [Br:8][C:5]1[CH:6]=[CH:7][C:2]([CH2:11][CH2:12][C:13]#[N:14])=[N:3][CH:4]=1. (4) Given the reactants [CH3:1][O:2][CH2:3][O:4][CH:5]1[CH2:10][CH2:9][C:8]([CH2:13][OH:14])(CO)[CH2:7][CH2:6]1.N1C=CC=CC=1.[CH3:21][S:22](Cl)(=[O:24])=[O:23], predict the reaction product. The product is: [CH3:1][O:2][CH2:3][O:4][CH:5]1[CH2:10][CH2:9][CH2:8][CH2:7][CH2:6]1.[CH3:21][S:22]([O:14][CH3:13])(=[O:24])=[O:23].[CH3:21][S:22]([O:14][CH3:13])(=[O:24])=[O:23]. (5) Given the reactants Cl[C:2]1[CH:9]=[CH:8][C:5]([C:6]#[N:7])=[CH:4][N:3]=1.[C:10]([NH:13][CH:14]1[CH2:19][CH2:18][CH2:17][NH:16][CH2:15]1)(=[O:12])[CH3:11], predict the reaction product. The product is: [C:6]([C:5]1[CH:8]=[CH:9][C:2]([N:16]2[CH2:17][CH2:18][CH2:19][CH:14]([NH:13][C:10](=[O:12])[CH3:11])[CH2:15]2)=[N:3][CH:4]=1)#[N:7]. (6) Given the reactants [NH2:1][C:2]1[CH:17]=[CH:16][C:5]([CH2:6][NH:7][C:8]([C:10]2[CH:15]=[CH:14][CH:13]=[CH:12][N:11]=2)=[O:9])=[CH:4][CH:3]=1.[C:18]1([C:27]2[CH:32]=[CH:31][CH:30]=[CH:29][CH:28]=2)[C:19]([C:24](O)=[O:25])=[CH:20][CH:21]=[CH:22][CH:23]=1.C1C=CC2N(O)N=NC=2C=1.CCN=C=NCCCN(C)C.Cl, predict the reaction product. The product is: [C:18]1([C:27]2[CH:32]=[CH:31][CH:30]=[CH:29][CH:28]=2)[CH:23]=[CH:22][CH:21]=[CH:20][C:19]=1[C:24]([NH:1][C:2]1[CH:17]=[CH:16][C:5]([CH2:6][NH:7][C:8]([C:10]2[CH:15]=[CH:14][CH:13]=[CH:12][N:11]=2)=[O:9])=[CH:4][CH:3]=1)=[O:25]. (7) Given the reactants [CH:1]1([CH2:7][N:8]([CH2:18][CH2:19][NH:20]C(=O)OC(C)(C)C)[S:9]([C:12]2[CH:17]=[CH:16][CH:15]=[CH:14][N:13]=2)(=[O:11])=[O:10])[CH2:6][CH2:5][CH2:4][CH2:3][CH2:2]1.Cl, predict the reaction product. The product is: [NH2:20][CH2:19][CH2:18][N:8]([CH2:7][CH:1]1[CH2:6][CH2:5][CH2:4][CH2:3][CH2:2]1)[S:9]([C:12]1[CH:17]=[CH:16][CH:15]=[CH:14][N:13]=1)(=[O:11])=[O:10].